This data is from Reaction yield outcomes from USPTO patents with 853,638 reactions. The task is: Predict the reaction yield, written as a fraction of the theoretical maximum amount of product (1.0 means a 100% yield; for example, 0.34 means a 34% yield). (1) The reactants are [N+:1]([C:4]1[CH:5]=[C:6](/C(/C)=C/C(OCC)=O)[CH:7]=[CH:8][CH:9]=1)([O-:3])=[O:2].[H-].[CH2:19]([Al+]CC(C)C)[CH:20](C)[CH3:21].O.[C:29](=[O:32])([O-])O.[Na+]. The catalyst is C1(C)C=CC=CC=1.C(OCC)(=O)C. The product is [N+:1]([C:4]1[CH:9]=[C:8]([CH:29]([OH:32])[CH:19]=[CH:20][CH3:21])[CH:7]=[CH:6][CH:5]=1)([O-:3])=[O:2]. The yield is 0.970. (2) The reactants are [CH3:1][N:2]([CH3:20])[C:3]1[CH:4]=[C:5]2[C:10](=[CH:11][CH:12]=1)[CH:9]=[C:8]([C:13](=[C:15]([C:18]#[N:19])[C:16]#[N:17])[CH3:14])[CH:7]=[CH:6]2. The catalyst is COC(OC)N(C)C. The product is [CH3:1][N:2]([CH3:20])/[CH:3]=[CH:14]/[C:13](=[C:15]([C:16]#[N:17])[C:18]#[N:19])[C:8]1[CH:7]=[CH:6][C:5]2[C:10](=[CH:11][CH:12]=[C:3]([N:2]([CH3:1])[CH3:20])[CH:4]=2)[CH:9]=1. The yield is 0.980. (3) The reactants are Br[C:2]1[N:3]=[C:4]([S:23][CH3:24])[C:5]2[N:6]([C:8]([C:11]3[CH:22]=[CH:21][C:14]([C:15]([NH:17][CH:18]4[CH2:20][CH2:19]4)=[O:16])=[CH:13][CH:12]=3)=[CH:9][N:10]=2)[CH:7]=1.C(=O)([O-])[O-].[K+].[K+].[C:31]1(B(O)O)[CH:36]=[CH:35][CH:34]=[CH:33][CH:32]=1. The catalyst is C(O)CC.CN1C(=O)CCC1.C1C=CC(P(C2C=CC=CC=2)C2C=CC=CC=2)=CC=1.C1C=CC(P(C2C=CC=CC=2)C2C=CC=CC=2)=CC=1.Cl[Pd]Cl.C1(P(C2C=CC=CC=2)C2C=CC=CC=2)C=CC=CC=1. The product is [CH:18]1([NH:17][C:15](=[O:16])[C:14]2[CH:21]=[CH:22][C:11]([C:8]3[N:6]4[CH:7]=[C:2]([C:31]5[CH:36]=[CH:35][CH:34]=[CH:33][CH:32]=5)[N:3]=[C:4]([S:23][CH3:24])[C:5]4=[N:10][CH:9]=3)=[CH:12][CH:13]=2)[CH2:20][CH2:19]1. The yield is 0.805.